This data is from Catalyst prediction with 721,799 reactions and 888 catalyst types from USPTO. The task is: Predict which catalyst facilitates the given reaction. (1) Reactant: [NH:1]1[CH:5]=[C:4]([C:6]([OH:8])=O)[N:3]=[CH:2]1.[NH2:9][C:10]1[C:15]([Cl:16])=[CH:14][C:13]([OH:17])=[C:12]([O:18][C:19]2[CH:24]=[CH:23][C:22]([Cl:25])=[CH:21][C:20]=2[Cl:26])[CH:11]=1.Cl.CN(C)CCCN=C=NCC.O.ON1C2C=CC=CC=2N=N1.C(N(CC)CC)C. Product: [Cl:16][C:15]1[CH:14]=[C:13]([OH:17])[C:12]([O:18][C:19]2[CH:24]=[CH:23][C:22]([Cl:25])=[CH:21][C:20]=2[Cl:26])=[CH:11][C:10]=1[NH:9][C:6]([C:4]1[N:3]=[CH:2][NH:1][CH:5]=1)=[O:8]. The catalyst class is: 120. (2) Reactant: [N+:1]([C:4]1[CH:14]=[CH:13][C:7]2[CH2:8][CH2:9][NH:10][CH2:11][CH2:12][C:6]=2[CH:5]=1)([O-:3])=[O:2].[C:15]1(=O)[CH2:18][CH2:17][CH2:16]1.C(O[BH-](OC(=O)C)OC(=O)C)(=O)C.[Na+].C(=O)([O-])O.[Na+]. Product: [CH:15]1([N:10]2[CH2:9][CH2:8][C:7]3[CH:13]=[CH:14][C:4]([N+:1]([O-:3])=[O:2])=[CH:5][C:6]=3[CH2:12][CH2:11]2)[CH2:18][CH2:17][CH2:16]1. The catalyst class is: 4.